This data is from Full USPTO retrosynthesis dataset with 1.9M reactions from patents (1976-2016). The task is: Predict the reactants needed to synthesize the given product. (1) Given the product [C:1]([O:5][C:6](=[O:15])[N:7]([CH:8]1[CH2:13][CH2:12][N:11]([CH2:24][CH2:25][NH:26][C:27]([NH:29][C:30]2[CH:35]=[C:34]([CH3:36])[N:33]=[C:32]([CH3:37])[CH:31]=2)=[O:28])[CH2:10][CH2:9]1)[CH3:14])([CH3:4])([CH3:3])[CH3:2], predict the reactants needed to synthesize it. The reactants are: [C:1]([O:5][C:6](=[O:15])[N:7]([CH3:14])[CH:8]1[CH2:13][CH2:12][NH:11][CH2:10][CH2:9]1)([CH3:4])([CH3:3])[CH3:2].C([O-])(O)=O.[Na+].[Na+].[I-].Cl[CH2:24][CH2:25][NH:26][C:27]([NH:29][C:30]1[CH:35]=[C:34]([CH3:36])[N:33]=[C:32]([CH3:37])[CH:31]=1)=[O:28]. (2) Given the product [Cl:1][C:2]1[C:7]([F:8])=[C:6]([F:9])[CH:5]=[CH:4][C:3]=1[CH2:10][NH:11][C:12]([CH:14]1[CH2:18][N:17]([C:22]2[N:26]([CH3:27])[N:25]=[CH:24][CH:23]=2)[C:16](=[O:19])[N:15]1[CH3:20])=[O:13], predict the reactants needed to synthesize it. The reactants are: [Cl:1][C:2]1[C:7]([F:8])=[C:6]([F:9])[CH:5]=[CH:4][C:3]=1[CH2:10][NH:11][C:12]([CH:14]1[CH2:18][NH:17][C:16](=[O:19])[N:15]1[CH3:20])=[O:13].I[C:22]1[N:26]([CH3:27])[N:25]=[CH:24][CH:23]=1.P([O-])([O-])([O-])=O.[K+].[K+].[K+].CN(C)[C@@H]1CCCC[C@H]1N. (3) Given the product [CH:21]1([NH:20][C:18]([C:11]2[C:12]([S:14][CH2:15][CH2:16][CH3:17])=[N:13][C:8]([N:28]3[CH2:33][CH2:32][CH2:31][C@@H:30]([CH2:34][C:35]([O:37][CH3:38])=[O:36])[CH2:29]3)=[N:9][CH:10]=2)=[O:19])[CH2:26][CH2:25][CH2:24][CH2:23][CH2:22]1, predict the reactants needed to synthesize it. The reactants are: C(=O)([O-])[O-].[K+].[K+].Cl[C:8]1[N:13]=[C:12]([S:14][CH2:15][CH2:16][CH3:17])[C:11]([C:18]([NH:20][CH:21]2[CH2:26][CH2:25][CH2:24][CH2:23][CH2:22]2)=[O:19])=[CH:10][N:9]=1.Cl.[NH:28]1[CH2:33][CH2:32][CH2:31][C@@H:30]([CH2:34][C:35]([O:37][CH3:38])=[O:36])[CH2:29]1. (4) Given the product [CH3:18][C:15]1[CH:16]=[CH:17][C:12]([N:10]2[CH2:9][CH2:8][C:4]3[N:5]=[CH:6][N:7]=[C:2]([NH:19][C@@H:20]([C:23]4[CH:24]=[CH:25][C:26]([C:29]([F:30])([F:31])[F:32])=[CH:27][CH:28]=4)[CH2:21][OH:22])[C:3]=3[CH2:11]2)=[N:13][CH:14]=1, predict the reactants needed to synthesize it. The reactants are: Cl[C:2]1[C:3]2[CH2:11][N:10]([C:12]3[CH:17]=[CH:16][C:15]([CH3:18])=[CH:14][N:13]=3)[CH2:9][CH2:8][C:4]=2[N:5]=[CH:6][N:7]=1.[NH2:19][C@@H:20]([C:23]1[CH:28]=[CH:27][C:26]([C:29]([F:32])([F:31])[F:30])=[CH:25][CH:24]=1)[CH2:21][OH:22].C(N(CC)C(C)C)(C)C.NO.C([O-])([O-])=O.[Na+].[Na+]. (5) Given the product [Br:1][C:2]1[CH:3]=[C:4]([OH:14])[CH:5]=[C:6]([S:8]([CH:11]([CH3:12])[CH3:13])(=[O:9])=[O:10])[CH:7]=1, predict the reactants needed to synthesize it. The reactants are: [Br:1][C:2]1[CH:7]=[C:6]([S:8]([CH:11]([CH3:13])[CH3:12])(=[O:10])=[O:9])[CH:5]=[C:4]([O:14]COC)[CH:3]=1.O.C1(C)C=CC(S(O)(=O)=O)=CC=1. (6) The reactants are: C(OC(=O)[NH:7][C:8]1[CH:9]=[C:10]2[CH:16]=[C:15]([CH:17]([C:24]3[CH:29]=[CH:28][C:27]([S:30]([CH3:33])(=[O:32])=[O:31])=[CH:26][CH:25]=3)[CH2:18][CH:19]3[CH2:23][CH2:22][CH2:21][CH2:20]3)[NH:14][C:11]2=[N:12][CH:13]=1)(C)(C)C.[Cl:35]CCl. Given the product [ClH:35].[CH:19]1([CH2:18][CH:17]([C:15]2[NH:14][C:11]3=[N:12][CH:13]=[C:8]([NH2:7])[CH:9]=[C:10]3[CH:16]=2)[C:24]2[CH:29]=[CH:28][C:27]([S:30]([CH3:33])(=[O:32])=[O:31])=[CH:26][CH:25]=2)[CH2:23][CH2:22][CH2:21][CH2:20]1, predict the reactants needed to synthesize it. (7) The reactants are: CS(C)=O.C(Cl)(=O)C(Cl)=O.[C:11]1([CH3:26])[CH:16]=[CH:15][C:14]([C:17]([NH:19][C@H:20]([CH2:24][OH:25])[CH:21]([CH3:23])[CH3:22])=[O:18])=[CH:13][CH:12]=1.C(N(CC)CC)C. Given the product [C:11]1([CH3:26])[CH:12]=[CH:13][C:14]([C:17]([NH:19][C@H:20]([CH:24]=[O:25])[CH:21]([CH3:23])[CH3:22])=[O:18])=[CH:15][CH:16]=1, predict the reactants needed to synthesize it. (8) Given the product [Cl:1][C:2]1[CH:3]=[C:4]2[NH:26][C:25]([O:35][CH:36]3[CH:40]4[O:41][CH2:42][C@H:43]([OH:44])[CH:39]4[O:38][CH2:37]3)=[N:24][C:5]2=[N:6][C:7]=1[C:8]1[CH:13]=[CH:12][C:11]([C:14]2[CH:19]=[C:18]([F:20])[CH:17]=[C:16]([F:21])[C:15]=2[O:22][CH3:23])=[CH:10][CH:9]=1, predict the reactants needed to synthesize it. The reactants are: [Cl:1][C:2]1[CH:3]=[C:4]2[N:26](COCC[Si](C)(C)C)[C:25]([O:35][CH:36]3[CH:40]4[O:41][CH2:42][C@H:43]([OH:44])[CH:39]4[O:38][CH2:37]3)=[N:24][C:5]2=[N:6][C:7]=1[C:8]1[CH:13]=[CH:12][C:11]([C:14]2[CH:19]=[C:18]([F:20])[CH:17]=[C:16]([F:21])[C:15]=2[O:22][CH3:23])=[CH:10][CH:9]=1.C(O)=O.OS([O-])(=O)=O.[K+].[OH-].[Na+].Cl.